Dataset: Catalyst prediction with 721,799 reactions and 888 catalyst types from USPTO. Task: Predict which catalyst facilitates the given reaction. (1) Reactant: [CH3:1][O:2][CH:3]1[CH2:12][CH2:11][C:10]2[CH:9]=[C:8]([C:13]#[C:14][Si](C)(C)C)[CH:7]=[CH:6][C:5]=2[CH2:4]1.C(=O)([O-])[O-].[K+].[K+]. Product: [CH3:1][O:2][CH:3]1[CH2:12][CH2:11][C:10]2[C:5](=[CH:6][CH:7]=[C:8]([C:13]#[CH:14])[CH:9]=2)[CH2:4]1. The catalyst class is: 5. (2) Reactant: C(NC(C)C)(C)C.C([Li])CCC.[Cl:13][C:14]1[CH:19]=[CH:18][CH:17]=[C:16]([Cl:20])[N:15]=1.[CH2:21]([CH:23]([CH2:26][CH3:27])[CH:24]=[O:25])[CH3:22].[Cl-].[NH4+]. Product: [Cl:13][C:14]1[C:19]([CH:24]([OH:25])[CH:23]([CH2:26][CH3:27])[CH2:21][CH3:22])=[CH:18][CH:17]=[C:16]([Cl:20])[N:15]=1. The catalyst class is: 1. (3) Reactant: [Br:1]CCCCCCCCO[C:11]1[C:20](=[O:21])[C:19]2[C:14](=[CH:15][CH:16]=[CH:17][CH:18]=2)[O:13][C:12]=1[C:22]1[CH:27]=[CH:26][C:25]([O:28][CH2:29][C:30]2[CH:35]=[CH:34][CH:33]=[CH:32][CH:31]=2)=[C:24](OCC2C=CC=CC=2)[CH:23]=1.[Br-].C(O[C:53]1[CH:54]=[C:55](C=CC=1OCC1C=CC=CC=1)[C:56]1OC2C(C(=O)[C:65]=1[CH2:66][CH2:67][CH2:68][N+:69]([CH3:72])([CH3:71])[CH3:70])=CC=CC=2)C1C=CC=CC=1.[CH2:85]([OH:87])[CH3:86]. Product: [Br-:1].[CH2:85]([O:87][C:24]1[CH:23]=[C:22]([CH:27]=[CH:26][C:25]=1[O:28][CH2:29][C:30]1[CH:31]=[CH:32][CH:33]=[CH:34][CH:35]=1)[C:12]1[O:13][C:14]2[C:15]([C:20](=[O:21])[C:11]=1[CH2:53][CH2:54][CH2:55][CH2:56][CH2:65][CH2:66][CH2:67][CH2:68][N+:69]([CH3:70])([CH3:72])[CH3:71])=[CH:16][CH:17]=[CH:18][CH:19]=2)[C:86]1[CH:19]=[CH:20][CH:11]=[CH:12][CH:22]=1. The catalyst class is: 12.